From a dataset of Choline transporter screen with 302,306 compounds. Binary Classification. Given a drug SMILES string, predict its activity (active/inactive) in a high-throughput screening assay against a specified biological target. (1) The molecule is o1c2c(cc1C(=O)NCCc1ccccc1)cccc2OC. The result is 0 (inactive). (2) The drug is Clc1c(NC(=O)COC(=O)/C=C\c2occc2)ccc(F)c1. The result is 0 (inactive). (3) The compound is S(=O)(=O)(CCC(=O)NC1C(CCCC1)C)c1c2nonc2ccc1. The result is 0 (inactive). (4) The compound is S(=O)(=O)(N1CCC(CC1)c1[nH]c2c(n1)cccc2)c1ccc(NC(=O)C(C)C)cc1. The result is 0 (inactive).